Dataset: Forward reaction prediction with 1.9M reactions from USPTO patents (1976-2016). Task: Predict the product of the given reaction. (1) Given the reactants [C:1]([O:5][C:6](=[O:19])[NH:7][C@@H:8]([CH2:17][OH:18])[CH2:9][C:10]1[CH:15]=[CH:14][C:13]([OH:16])=[CH:12][CH:11]=1)([CH3:4])([CH3:3])[CH3:2].Cl[C:21]1[C:26]([C:27]#[N:28])=[CH:25][CH:24]=[CH:23][N:22]=1.C(=O)([O-])[O-].[K+].[K+], predict the reaction product. The product is: [C:1]([O:5][C:6](=[O:19])[NH:7][C@@H:8]([CH2:17][OH:18])[CH2:9][C:10]1[CH:11]=[CH:12][C:13]([O:16][C:21]2[C:26]([C:27]#[N:28])=[CH:25][CH:24]=[CH:23][N:22]=2)=[CH:14][CH:15]=1)([CH3:3])([CH3:2])[CH3:4]. (2) The product is: [CH3:15][O:14][C:11]1[CH:12]=[CH:13][C:8]([C:3]2[CH:2]=[N:18][N:17]([CH3:16])[C:5](=[O:6])[CH:4]=2)=[CH:9][CH:10]=1. Given the reactants O[CH:2]1[O:6][C:5](=O)[CH:4]=[C:3]1[C:8]1[CH:13]=[CH:12][C:11]([O:14][CH3:15])=[CH:10][CH:9]=1.[CH3:16][NH:17][NH2:18], predict the reaction product.